This data is from Forward reaction prediction with 1.9M reactions from USPTO patents (1976-2016). The task is: Predict the product of the given reaction. (1) Given the reactants [Cl:1][C:2]1[CH:3]=[CH:4][C:5]([OH:10])=[C:6]([CH:9]=1)[CH:7]=[O:8].C(=O)([O-])[O-].[K+].[K+].Br[CH2:18][C:19]([O:21][CH3:22])=[O:20], predict the reaction product. The product is: [CH3:22][O:21][C:19](=[O:20])[CH2:18][O:10][C:5]1[CH:4]=[CH:3][C:2]([Cl:1])=[CH:9][C:6]=1[CH:7]=[O:8]. (2) Given the reactants C1(N2CCC3(CC4C=C(C5C=CC(CN)=CC=5)C=CC=4O3)CC2)CCC1.[CH:27]1([CH:31]([N:33]2[CH2:38][CH2:37][C:36]3([CH2:42][C:41]4[CH:43]=[C:44]([C:47]5[CH:54]=[CH:53][C:50]([C:51]#[N:52])=[CH:49][CH:48]=5)[CH:45]=[CH:46][C:40]=4[O:39]3)[CH2:35][CH2:34]2)[CH3:32])[CH2:30][CH2:29][CH2:28]1, predict the reaction product. The product is: [CH:27]1([CH:31]([N:33]2[CH2:38][CH2:37][C:36]3([CH2:42][C:41]4[CH:43]=[C:44]([C:47]5[CH:48]=[CH:49][C:50]([CH2:51][NH2:52])=[CH:53][CH:54]=5)[CH:45]=[CH:46][C:40]=4[O:39]3)[CH2:35][CH2:34]2)[CH3:32])[CH2:30][CH2:29][CH2:28]1. (3) Given the reactants [CH3:1][C:2]1[CH:7]=[CH:6][C:5]([N+:8]([O-:10])=[O:9])=[CH:4][C:3]=1[CH2:11][C:12]([OH:14])=O.C(N1C=CN=C1)(N1C=CN=C1)=O.[Cl:27][C:28]1[CH:29]=[CH:30][CH:31]=[C:32]2[C:36]=1[NH:35][CH:34]=[C:33]2[CH:37]1[CH2:42][CH2:41][NH:40][CH2:39][CH2:38]1, predict the reaction product. The product is: [Cl:27][C:28]1[CH:29]=[CH:30][CH:31]=[C:32]2[C:36]=1[NH:35][CH:34]=[C:33]2[CH:37]1[CH2:42][CH2:41][N:40]([C:12](=[O:14])[CH2:11][C:3]2[CH:4]=[C:5]([N+:8]([O-:10])=[O:9])[CH:6]=[CH:7][C:2]=2[CH3:1])[CH2:39][CH2:38]1. (4) The product is: [Cl:8][C:5]1[CH:6]=[CH:7][C:2]([N:1]2[CH:22]=[N:31][N:30]=[N:29]2)=[C:3]([C:9]2[CH:17]=[C:16]3[N:12]([C@H:13]([C:18]([OH:20])=[O:19])[CH2:14][CH2:15]3)[C:11](=[O:21])[CH:10]=2)[CH:4]=1. Given the reactants [NH2:1][C:2]1[CH:7]=[CH:6][C:5]([Cl:8])=[CH:4][C:3]=1[C:9]1[CH:17]=[C:16]2[N:12]([C@H:13]([C:18]([OH:20])=[O:19])[CH2:14][CH2:15]2)[C:11](=[O:21])[CH:10]=1.[CH:22](OC)(OC)OC.[N-:29]=[N+:30]=[N-:31].[Na+].N([O-])=O.[Na+], predict the reaction product. (5) Given the reactants [NH2:1][C:2]1[CH:24]=[CH:23][C:5]([O:6][C:7]2[C:16]3[C:11](=[CH:12][C:13]([O:21][CH3:22])=[C:14]([C:17](OC)=[O:18])[CH:15]=3)[N:10]=[CH:9][CH:8]=2)=[C:4]([F:25])[CH:3]=1.O.[CH3:27][N:28]1CCCCC1=O, predict the reaction product. The product is: [NH2:1][C:2]1[CH:24]=[CH:23][C:5]([O:6][C:7]2[C:16]3[C:11](=[CH:12][C:13]([O:21][CH3:22])=[C:14]([C:17]([NH:28][CH3:27])=[O:18])[CH:15]=3)[N:10]=[CH:9][CH:8]=2)=[C:4]([F:25])[CH:3]=1.